Task: Predict the reaction yield, written as a fraction of the theoretical maximum amount of product (1.0 means a 100% yield; for example, 0.34 means a 34% yield).. Dataset: Reaction yield outcomes from USPTO patents with 853,638 reactions (1) The reactants are [OH:1][C:2]1[CH:10]=[CH:9][C:8]([C:11]2[N:12]([C:27]([O:29][C:30]([CH3:33])([CH3:32])[CH3:31])=[O:28])[C:13]3[C:18]([CH:19]=2)=[CH:17][C:16]([CH2:20][N:21]2[CH2:26][CH2:25][CH2:24][CH2:23][CH2:22]2)=[CH:15][CH:14]=3)=[C:7]2[C:3]=1[CH2:4][NH:5][C:6]2=[O:34].C(N(CC)CC)C.[Cl:42][CH2:43][S:44](Cl)(=[O:46])=[O:45]. The catalyst is ClCCl. The product is [Cl:42][CH2:43][S:44]([O:1][C:2]1[CH:10]=[CH:9][C:8]([C:11]2[N:12]([C:27]([O:29][C:30]([CH3:31])([CH3:33])[CH3:32])=[O:28])[C:13]3[C:18]([CH:19]=2)=[CH:17][C:16]([CH2:20][N:21]2[CH2:26][CH2:25][CH2:24][CH2:23][CH2:22]2)=[CH:15][CH:14]=3)=[C:7]2[C:3]=1[CH2:4][NH:5][C:6]2=[O:34])(=[O:46])=[O:45]. The yield is 0.350. (2) The reactants are Br[C:2]1[N:6]2[N:7]=[C:8]([NH:11][CH2:12][C:13]3[CH:18]=[C:17]([F:19])[CH:16]=[CH:15][C:14]=3[F:20])[CH:9]=[CH:10][C:5]2=[N:4][CH:3]=1.[C:21]([C:24]1[CH:29]=[CH:28][C:27](B(O)O)=[CH:26][CH:25]=1)([OH:23])=[O:22].C([O-])([O-])=O.[K+].[K+]. The catalyst is COCCOC.Cl[Pd](Cl)([P](C1C=CC=CC=1)(C1C=CC=CC=1)C1C=CC=CC=1)[P](C1C=CC=CC=1)(C1C=CC=CC=1)C1C=CC=CC=1. The product is [F:20][C:14]1[CH:15]=[CH:16][C:17]([F:19])=[CH:18][C:13]=1[CH2:12][NH:11][C:8]1[CH:9]=[CH:10][C:5]2[N:6]([C:2]([C:27]3[CH:28]=[CH:29][C:24]([C:21]([OH:23])=[O:22])=[CH:25][CH:26]=3)=[CH:3][N:4]=2)[N:7]=1. The yield is 0.700. (3) The product is [NH2:16][C:14]1[CH:13]=[CH:12][CH:11]=[C:10]2[C:15]=1[C:4](=[O:3])[C:8]1([NH:20][C:21]([C:23]3[NH:24][C:25](=[O:33])[C:26]4[C:31]([CH:32]=3)=[CH:30][CH:29]=[CH:28][CH:27]=4)=[O:22])[C:7]3[CH:34]=[CH:35][C:36]([CH:38]([CH3:40])[CH3:39])=[CH:37][C:6]=3[O:2][C:9]12[OH:19]. The reactants are Cl.[OH2:2].[OH:3][C:4]12[C:15]3[C:10](=[CH:11][CH:12]=[CH:13][C:14]=3[N+:16]([O-])=O)[C:9](=[O:19])[C:8]1([NH:20][C:21]([C:23]1[NH:24][C:25](=[O:33])[C:26]3[C:31]([CH:32]=1)=[CH:30][CH:29]=[CH:28][CH:27]=3)=[O:22])[C:7]1[CH:34]=[CH:35][C:36]([CH:38]([CH3:40])[CH3:39])=[CH:37][C:6]=1O2. The catalyst is C(O)C.[Fe]. The yield is 0.430. (4) The reactants are C([O:4][CH2:5][CH2:6][CH2:7][CH2:8][C:9]#[C:10][CH2:11][O:12][C:13]1[CH:18]=[CH:17][C:16]([S:19]([N:22]2[CH2:27][CH2:26][S:25][C:24]([CH3:29])([CH3:28])[C@@H:23]2[C:30]([NH:32][OH:33])=[O:31])(=[O:21])=[O:20])=[CH:15][CH:14]=1)(=O)C.[OH-].[NH4+]. The catalyst is CO. The product is [OH:33][NH:32][C:30]([C@H:23]1[C:24]([CH3:28])([CH3:29])[S:25][CH2:26][CH2:27][N:22]1[S:19]([C:16]1[CH:17]=[CH:18][C:13]([O:12][CH2:11][C:10]#[C:9][CH2:8][CH2:7][CH2:6][CH2:5][OH:4])=[CH:14][CH:15]=1)(=[O:21])=[O:20])=[O:31]. The yield is 0.650.